From a dataset of Catalyst prediction with 721,799 reactions and 888 catalyst types from USPTO. Predict which catalyst facilitates the given reaction. Reactant: C([Li])CCC.[Cl-].C1([P+](C2C=CC=CC=2)(C2C=CC=CC=2)[CH2:14][C:15]2[CH:20]=[CH:19][C:18]([C:21]([F:24])([F:23])[F:22])=[CH:17][CH:16]=2)C=CC=CC=1.[CH2:37]([N:39]1[C:43]([CH:44]=O)=[C:42]([C:46]([O:48][CH2:49][CH3:50])=[O:47])[CH:41]=[N:40]1)[CH3:38].Cl. Product: [CH2:37]([N:39]1[C:43]([CH:44]=[CH:14][C:15]2[CH:16]=[CH:17][C:18]([C:21]([F:22])([F:23])[F:24])=[CH:19][CH:20]=2)=[C:42]([C:46]([O:48][CH2:49][CH3:50])=[O:47])[CH:41]=[N:40]1)[CH3:38]. The catalyst class is: 7.